The task is: Predict the product of the given reaction.. This data is from Forward reaction prediction with 1.9M reactions from USPTO patents (1976-2016). (1) Given the reactants [C:1]([NH:5][C:6]([C:8]1[CH:12]=[C:11]([C:13]2[CH:18]=[CH:17][CH:16]=[CH:15][N:14]=2)[N:10]([C:19]2[CH:20]=[N:21][C:22]([O:25]C)=[CH:23][CH:24]=2)[N:9]=1)=[O:7])([CH3:4])([CH3:3])[CH3:2].Cl, predict the reaction product. The product is: [C:1]([NH:5][C:6]([C:8]1[CH:12]=[C:11]([C:13]2[CH:18]=[CH:17][CH:16]=[CH:15][N:14]=2)[N:10]([C:19]2[CH:20]=[N:21][C:22]([OH:25])=[CH:23][CH:24]=2)[N:9]=1)=[O:7])([CH3:4])([CH3:2])[CH3:3]. (2) Given the reactants [C:1]([O:5][CH2:6][C:7]([CH2:36][O:37][C:38](=[O:41])[CH:39]=[CH2:40])([CH2:14][O:15][CH2:16][C:17]([CH2:30][O:31]C(=O)C=C)([CH2:24][O:25][C:26](=[O:29])[CH:27]=[CH2:28])[CH2:18][O:19][C:20](=[O:23])[CH:21]=[CH2:22])[CH2:8][O:9][C:10](=[O:13])[CH:11]=[CH2:12])(=[O:4])[CH:2]=[CH2:3].[CH2:42]([C:44]([CH3:46])=[O:45])[CH3:43], predict the reaction product. The product is: [C:20]([O:19][CH2:18][C:17]([CH2:30][OH:31])([CH2:16][O:15][CH2:14][C:7]([CH2:8][O:9][C:10](=[O:13])[CH:11]=[CH2:12])([CH2:36][O:37][C:38](=[O:41])[CH:39]=[CH2:40])[CH2:6][O:5][C:1](=[O:4])[CH:2]=[CH2:3])[CH2:24][O:25][C:26](=[O:29])[CH:27]=[CH2:28])(=[O:23])[CH:21]=[CH2:22].[C:44]1(=[O:45])[CH2:46][CH2:2][CH2:1][CH2:43][CH2:42]1.